Dataset: Forward reaction prediction with 1.9M reactions from USPTO patents (1976-2016). Task: Predict the product of the given reaction. (1) Given the reactants [Cl:1][C:2]1[C@H:3]([OH:30])[C@H:4]2[CH2:29][C@@:7]3([C:18]=1[C:17]1[CH:16]=[CH:15][C:14]4[N:13](S(C5C=CC(C)=CC=5)(=O)=O)[N:12]=[CH:11][C:10]=4[C:9]=1[CH2:8]3)[CH2:6][CH2:5]2.Cl[C:32]1[C@H](O)[C@H]2C[C@@]3(C=1C1C=CC4C(=CN(S(C5C=CC(C)=CC=5)(=O)=O)N=4)C=1C3)CC2.S([O-])([O-])(=O)=O.[Ca+2].[OH-].[Na+], predict the reaction product. The product is: [Cl:1][C:2]1[C@H:3]([O:30][CH3:32])[C@H:4]2[CH2:29][C@@:7]3([C:18]=1[C:17]1[CH:16]=[CH:15][C:14]4[NH:13][N:12]=[CH:11][C:10]=4[C:9]=1[CH2:8]3)[CH2:6][CH2:5]2. (2) Given the reactants [CH2:1]([N:4]([CH2:48][CH2:49][CH3:50])[CH2:5][CH2:6][CH2:7][CH2:8][NH:9][CH2:10][C:11]1[CH:47]=[CH:46][C:14]([C:15]([N:17]([CH2:32][C:33]2[N:34](COCC[Si](C)(C)C)[CH:35]=[CH:36][N:37]=2)[CH2:18][C:19]2[N:20](COCC[Si](C)(C)C)[CH:21]=[CH:22][N:23]=2)=[O:16])=[CH:13][CH:12]=1)[CH2:2][CH3:3].[OH-].[Na+], predict the reaction product. The product is: [CH2:48]([N:4]([CH2:1][CH2:2][CH3:3])[CH2:5][CH2:6][CH2:7][CH2:8][NH:9][CH2:10][C:11]1[CH:12]=[CH:13][C:14]([C:15]([N:17]([CH2:32][C:33]2[NH:34][CH:35]=[CH:36][N:37]=2)[CH2:18][C:19]2[NH:23][CH:22]=[CH:21][N:20]=2)=[O:16])=[CH:46][CH:47]=1)[CH2:49][CH3:50]. (3) Given the reactants [CH2:1]([NH:8][C:9]1[C:10]([C:28]([F:31])([F:30])[F:29])=[C:11]([CH:25]=[CH:26][CH:27]=1)[C:12]([NH:14][CH2:15][C:16]1[C:17](=[O:24])[NH:18][C:19]([CH3:23])=[CH:20][C:21]=1[CH3:22])=[O:13])[C:2]1[CH:7]=[CH:6][CH:5]=[CH:4][CH:3]=1.C=O.[C:34](O[BH-](OC(=O)C)OC(=O)C)(=O)C.[Na+].C(=O)C.C([O-])(O)=O.[Na+], predict the reaction product. The product is: [CH2:1]([N:8]([CH3:34])[C:9]1[C:10]([C:28]([F:31])([F:29])[F:30])=[C:11]([CH:25]=[CH:26][CH:27]=1)[C:12]([NH:14][CH2:15][C:16]1[C:17](=[O:24])[NH:18][C:19]([CH3:23])=[CH:20][C:21]=1[CH3:22])=[O:13])[C:2]1[CH:3]=[CH:4][CH:5]=[CH:6][CH:7]=1. (4) Given the reactants Cl[C:2]1[C:11]2[C:6](=[CH:7][C:8]([O:14][CH2:15][CH2:16][O:17][CH3:18])=[C:9]([O:12][CH3:13])[CH:10]=2)[N:5]=[N:4][CH:3]=1.[F:19][C:20]1[CH:26]=[C:25]([CH3:27])[C:24]([OH:28])=[CH:23][C:21]=1[NH2:22].C(O)(C)C, predict the reaction product. The product is: [F:19][C:20]1[CH:26]=[C:25]([CH3:27])[C:24]([OH:28])=[CH:23][C:21]=1[NH:22][C:2]1[C:11]2[C:6](=[CH:7][C:8]([O:14][CH2:15][CH2:16][O:17][CH3:18])=[C:9]([O:12][CH3:13])[CH:10]=2)[N:5]=[N:4][CH:3]=1. (5) The product is: [C:1]([O:5][C:6](=[O:39])[CH2:7][C@H:8]([NH:12][S:13]([C:16]1[CH:21]=[CH:20][C:19]([NH:22][C:23](=[O:25])[CH3:24])=[CH:18][C:17]=1[O:26][CH2:27][CH2:28][C:29]1[CH:38]=[CH:37][CH:36]=[C:35]2[C:30]=1[CH:31]=[CH:32][CH:33]=[N:34]2)(=[O:14])=[O:15])[C:9]#[N:11])([CH3:2])([CH3:3])[CH3:4]. Given the reactants [C:1]([O:5][C:6](=[O:39])[CH2:7][C@H:8]([NH:12][S:13]([C:16]1[CH:21]=[CH:20][C:19]([NH:22][C:23](=[O:25])[CH3:24])=[CH:18][C:17]=1[O:26][CH2:27][CH2:28][C:29]1[CH:38]=[CH:37][CH:36]=[C:35]2[C:30]=1[CH:31]=[CH:32][CH:33]=[N:34]2)(=[O:15])=[O:14])[C:9]([NH2:11])=O)([CH3:4])([CH3:3])[CH3:2].CCN(CC)CC.FC(F)(F)C(OC(=O)C(F)(F)F)=O, predict the reaction product. (6) Given the reactants Br[CH2:2][C:3]1[CH:8]=[CH:7][C:6]([C:9]2[CH2:13][C:12]([C:18]3[CH:23]=[C:22]([Cl:24])[CH:21]=[C:20]([Cl:25])[CH:19]=3)([C:14]([F:17])([F:16])[F:15])[O:11][N:10]=2)=[CH:5][C:4]=1[N+:26]([O-:28])=[O:27].[NH3:29], predict the reaction product. The product is: [Cl:24][C:22]1[CH:23]=[C:18]([C:12]2([C:14]([F:16])([F:15])[F:17])[O:11][N:10]=[C:9]([C:6]3[CH:7]=[CH:8][C:3]([CH2:2][NH2:29])=[C:4]([N+:26]([O-:28])=[O:27])[CH:5]=3)[CH2:13]2)[CH:19]=[C:20]([Cl:25])[CH:21]=1. (7) Given the reactants [Cl:1][C:2]1[CH:7]=[C:6]2[NH:8][C:9](=[O:30])[C:10]3([CH:15]([C:16]4[CH:21]=[CH:20][CH:19]=[C:18]([Cl:22])[CH:17]=4)[CH2:14][C:13](=[N:23][NH2:24])[NH:12][CH:11]3[C:25](=[CH2:29])[CH2:26][CH2:27][CH3:28])[C:5]2=[CH:4][CH:3]=1.[C:31](O)(=O)[CH3:32], predict the reaction product. The product is: [Cl:1][C:2]1[CH:7]=[C:6]2[NH:8][C:9](=[O:30])[C:10]3([CH:11]([C:25](=[CH2:29])[CH2:26][CH2:27][CH3:28])[N:12]4[C:31]([CH3:32])=[N:24][N:23]=[C:13]4[CH2:14][CH:15]3[C:16]3[CH:21]=[CH:20][CH:19]=[C:18]([Cl:22])[CH:17]=3)[C:5]2=[CH:4][CH:3]=1. (8) Given the reactants C[OH:2].Cl.Cl.Cl.[CH2:6]([NH:12][C:13]([NH:15][C:16]([NH:18][CH2:19][CH2:20][CH2:21][CH2:22][CH2:23][CH2:24][CH3:25])=[NH:17])=[NH:14])[CH2:7][CH2:8][CH2:9][CH2:10][CH3:11].[CH3:26][C:27]([CH3:29])=[O:28], predict the reaction product. The product is: [C:27]([OH:2])(=[O:28])[CH3:29].[CH3:26][C:27]1([CH3:29])[N:14]=[C:13]([NH:12][CH2:6][CH2:7][CH2:8][CH2:9][CH2:10][CH3:11])[NH:15][C:16]([NH:18][CH2:19][CH2:20][CH2:21][CH2:22][CH2:23][CH2:24][CH3:25])=[N:17]1. (9) The product is: [N:9]1[C:10]2[C:5](=[C:4]([NH:1][C:2]([N:22]3[CH2:21][CH2:20][N:19]([C:23]4[N:24]=[N:25][C:26]([C:29]5[CH:30]=[N:31][N:32]([CH3:34])[CH:33]=5)=[CH:27][CH:28]=4)[CH2:18][CH:17]3[CH:14]([CH3:16])[CH3:15])=[S:3])[CH:13]=[CH:12][CH:11]=2)[CH:6]=[CH:7][CH:8]=1. Given the reactants [N:1]([C:4]1[CH:13]=[CH:12][CH:11]=[C:10]2[C:5]=1[CH:6]=[CH:7][CH:8]=[N:9]2)=[C:2]=[S:3].[CH:14]([CH:17]1[NH:22][CH2:21][CH2:20][N:19]([C:23]2[N:24]=[N:25][C:26]([C:29]3[CH:30]=[N:31][N:32]([CH3:34])[CH:33]=3)=[CH:27][CH:28]=2)[CH2:18]1)([CH3:16])[CH3:15], predict the reaction product.